From a dataset of Reaction yield outcomes from USPTO patents with 853,638 reactions. Predict the reaction yield, written as a fraction of the theoretical maximum amount of product (1.0 means a 100% yield; for example, 0.34 means a 34% yield). (1) The reactants are [F:1][C:2]1[CH:38]=[CH:37][CH:36]=[CH:35][C:3]=1[CH2:4][C:5]1[C:6]2[CH2:27][N:26](C(OC(C)(C)C)=O)[CH2:25][CH2:24][C:7]=2[N:8]=[C:9]([NH:11][C:12]2[CH:17]=[CH:16][C:15]([N:18]3[CH:22]=[CH:21][N:20]=[C:19]3[CH3:23])=[CH:14][CH:13]=2)[N:10]=1.C(O)(C(F)(F)F)=O.C([O-])(O)=O.[Na+]. The catalyst is C(Cl)Cl. The product is [F:1][C:2]1[CH:38]=[CH:37][CH:36]=[CH:35][C:3]=1[CH2:4][C:5]1[C:6]2[CH2:27][NH:26][CH2:25][CH2:24][C:7]=2[N:8]=[C:9]([NH:11][C:12]2[CH:13]=[CH:14][C:15]([N:18]3[CH:22]=[CH:21][N:20]=[C:19]3[CH3:23])=[CH:16][CH:17]=2)[N:10]=1. The yield is 0.530. (2) The reactants are [ClH:1].[NH2:2][C@H:3]([C:8]([OH:10])=[O:9])[CH2:4][CH2:5][CH2:6][NH2:7].[CH3:11]O. No catalyst specified. The product is [ClH:1].[CH3:11][O:9][C:8](=[O:10])[C@H:3]([CH2:4][CH2:5][CH2:6][NH2:7])[NH2:2]. The yield is 0.970. (3) The yield is 0.680. The catalyst is C(#N)C. The product is [Br:19][C:16]1[CH:15]=[C:3]2[C:2](=[CH:18][CH:17]=1)[N:1]=[CH:20][N:6]([CH:7]1[CH2:12][CH2:11][C:10](=[O:13])[NH:9][C:8]1=[O:14])[C:4]2=[O:5]. The reactants are [NH2:1][C:2]1[CH:18]=[CH:17][C:16]([Br:19])=[CH:15][C:3]=1[C:4]([NH:6][CH:7]1[CH2:12][CH2:11][C:10](=[O:13])[NH:9][C:8]1=[O:14])=[O:5].[CH:20](OC)(OC)OC.C1(C)C=CC(S(O)(=O)=O)=CC=1.O. (4) The product is [C:41]([NH:1][C@@H:2]1[C@@H:7]([CH3:8])[CH2:6][C@@H:5]([C:9]2[CH:14]=[CH:13][N:12]=[CH:11][C:10]=2[NH:15][C:16](=[O:32])[C:17]2[CH:22]=[CH:21][C:20]([F:23])=[C:19]([C:24]3[C:29]([F:30])=[CH:28][CH:27]=[CH:26][C:25]=3[F:31])[N:18]=2)[CH2:4][C@H:3]1[NH2:33])(=[O:43])[CH3:42]. The yield is 0.130. The reactants are [NH2:1][C@@H:2]1[C@@H:7]([CH3:8])[CH2:6][C@@H:5]([C:9]2[CH:14]=[CH:13][N:12]=[CH:11][C:10]=2[NH:15][C:16](=[O:32])[C:17]2[CH:22]=[CH:21][C:20]([F:23])=[C:19]([C:24]3[C:29]([F:30])=[CH:28][CH:27]=[CH:26][C:25]=3[F:31])[N:18]=2)[CH2:4][C@H:3]1[NH:33]C(=O)OC(C)(C)C.[C:41](OC(=O)C)(=[O:43])[CH3:42]. No catalyst specified. (5) The product is [CH:15]([C:11]1[CH:10]=[CH:9][C:8]([NH:7][C:2]2[S:3][CH:4]=[CH:5][N:6]=2)=[CH:13][C:12]=1[OH:14])([CH3:17])[CH3:16]. The reactants are Br[C:2]1[S:3][CH:4]=[CH:5][N:6]=1.[NH2:7][C:8]1[CH:9]=[CH:10][C:11]([CH:15]([CH3:17])[CH3:16])=[C:12]([OH:14])[CH:13]=1.Cl. The catalyst is CCO. The yield is 0.690.